From a dataset of Microsomal clearance measurements from AstraZeneca. Regression/Classification. Given a drug SMILES string, predict its absorption, distribution, metabolism, or excretion properties. Task type varies by dataset: regression for continuous measurements (e.g., permeability, clearance, half-life) or binary classification for categorical outcomes (e.g., BBB penetration, CYP inhibition). For this dataset (clearance_microsome_az), we predict log10(clearance) (log10 of the in vitro intrinsic clearance, CLint, in uL/min per mg of human liver microsomal protein, equivalently mL/min/g; values are censored to the assay range of 3 to 150, which is 0.477 to 2.18 on this log10 scale). (1) The molecule is C[C@@H](O)[C@H]1C(=O)N2C(C(=O)O)=C(SC3CN(C4=NCCS4)C3)[C@H](C)[C@H]12. The log10(clearance) is 1.37. (2) The drug is C[C@H]1CN(Cc2cc(Cl)ccc2CC(=O)O)CCN1S(=O)(=O)Cc1ccccc1. The log10(clearance) is 0.480.